This data is from Forward reaction prediction with 1.9M reactions from USPTO patents (1976-2016). The task is: Predict the product of the given reaction. Given the reactants [CH2:1]([O:3][C:4]([C:6]1[S:10][C:9]2[CH:11]=[C:12]([CH2:15]O)[CH:13]=[CH:14][C:8]=2[CH:7]=1)=[O:5])[CH3:2].C([N:19](CC)CC)C.CS([Cl:28])(=O)=O.[N-]=[N+]=[N-].[Na+].C1(P(C2C=CC=CC=2)C2C=CC=CC=2)C=CC=CC=1, predict the reaction product. The product is: [ClH:28].[CH2:1]([O:3][C:4]([C:6]1[S:10][C:9]2[CH:11]=[C:12]([CH2:15][NH2:19])[CH:13]=[CH:14][C:8]=2[CH:7]=1)=[O:5])[CH3:2].